From a dataset of Forward reaction prediction with 1.9M reactions from USPTO patents (1976-2016). Predict the product of the given reaction. (1) Given the reactants [Cl:1][C:2]1[C:6]([N:7]([CH2:13][CH3:14])[C:8](=[O:12])[CH:9]([OH:11])[CH3:10])=[CH:5][N:4]([C:15]2[CH:16]=[N:17][CH:18]=[CH:19][CH:20]=2)[N:3]=1.[CH3:21][N:22]([CH3:26])[C:23](Cl)=[O:24], predict the reaction product. The product is: [CH3:21][N:22]([CH3:26])[C:23](=[O:24])[O:11][CH:9]([CH3:10])[C:8]([N:7]([C:6]1[C:2]([Cl:1])=[N:3][N:4]([C:15]2[CH:16]=[N:17][CH:18]=[CH:19][CH:20]=2)[CH:5]=1)[CH2:13][CH3:14])=[O:12]. (2) Given the reactants [Cu][C:2]#[N:3].[CH:4]1([C:10]2[CH:15]=[C:14](Br)[CH:13]=[CH:12][C:11]=2[OH:17])[CH2:9][CH2:8][CH2:7][CH2:6][CH2:5]1, predict the reaction product. The product is: [CH:4]1([C:10]2[CH:15]=[C:14]([CH:13]=[CH:12][C:11]=2[OH:17])[C:2]#[N:3])[CH2:5][CH2:6][CH2:7][CH2:8][CH2:9]1. (3) Given the reactants [Cl:1][C:2]1[C:3]([N:8]2[CH2:13][CH2:12][N:11]([CH2:14][C:15]3[CH:16]=[N:17][N:18]([CH2:20][CH2:21][OH:22])[CH:19]=3)[CH2:10][CH2:9]2)=[N:4][CH:5]=[CH:6][N:7]=1.C(=O)([O-])[O-].[K+].[K+].[CH3:29][O:30][CH2:31][C:32]1[CH:37]=[CH:36][C:35](B(O)O)=[CH:34][CH:33]=1.[Cl-].[NH4+], predict the reaction product. The product is: [ClH:1].[CH3:29][O:30][CH2:31][C:32]1[CH:37]=[CH:36][C:35]([C:2]2[C:3]([N:8]3[CH2:13][CH2:12][N:11]([CH2:14][C:15]4[CH:16]=[N:17][N:18]([CH2:20][CH2:21][OH:22])[CH:19]=4)[CH2:10][CH2:9]3)=[N:4][CH:5]=[CH:6][N:7]=2)=[CH:34][CH:33]=1. (4) Given the reactants C(OC(=O)CN(C(OC(C)(C)C)=O)[C:9]1[CH:14]=[CH:13][CH:12]=[C:11](CO)[N:10]=1)(C)(C)C.[S:25]1[CH:29]=[CH:28][N:27]=[C:26]1[C:30]1[CH:46]=[CH:45][C:33]([CH2:34][NH:35][S:36](C2C=CC=CN=2)(=[O:38])=[O:37])=[CH:32][CH:31]=1, predict the reaction product. The product is: [S:25]1[CH:29]=[CH:28][N:27]=[C:26]1[C:30]1[CH:31]=[CH:32][C:33]([CH2:34][NH:35][S:36]([C:12]2[CH:11]=[N:10][CH:9]=[CH:14][CH:13]=2)(=[O:38])=[O:37])=[CH:45][CH:46]=1. (5) The product is: [CH2:1]([O:3][C:4](=[O:29])[CH2:5][CH2:6][CH2:7][O:8][C:9]1[CH:14]=[CH:13][CH:12]=[C:11]([CH2:15][CH2:16][CH2:17][CH2:18][CH2:19][CH2:20][S:21][C:33]2[CH:32]=[C:31]([Br:30])[CH:36]=[C:35]([Br:37])[CH:34]=2)[C:10]=1[CH2:22][CH2:23][C:24]([O:26][CH2:27][CH3:28])=[O:25])[CH3:2]. Given the reactants [CH2:1]([O:3][C:4](=[O:29])[CH2:5][CH2:6][CH2:7][O:8][C:9]1[CH:14]=[CH:13][CH:12]=[C:11]([CH2:15][CH2:16][CH2:17][CH2:18][CH2:19][CH2:20][SH:21])[C:10]=1[CH2:22][CH2:23][C:24]([O:26][CH2:27][CH3:28])=[O:25])[CH3:2].[Br:30][C:31]1[CH:32]=[C:33]([N+]([O-])=O)[CH:34]=[C:35]([Br:37])[CH:36]=1.C([O-])([O-])=O.[Cs+].[Cs+], predict the reaction product. (6) Given the reactants Cl.Cl.[F:3][C:4]([F:25])([F:24])[C:5]1[CH:10]=[CH:9][C:8]([N:11]2[CH:15]=[CH:14][C:13]([CH2:16][N:17]3[CH2:22][CH2:21][CH:20]([NH2:23])[CH2:19][CH2:18]3)=[CH:12]2)=[CH:7][CH:6]=1.[N:26]([CH:29]([C:36]1[CH:41]=[CH:40][CH:39]=[CH:38][CH:37]=1)[C:30]1[CH:35]=[CH:34][CH:33]=[CH:32][CH:31]=1)=[C:27]=[O:28].CCN(C(C)C)C(C)C, predict the reaction product. The product is: [C:30]1([CH:29]([C:36]2[CH:41]=[CH:40][CH:39]=[CH:38][CH:37]=2)[NH:26][C:27]([NH:23][CH:20]2[CH2:21][CH2:22][N:17]([CH2:16][C:13]3[CH:14]=[CH:15][N:11]([C:8]4[CH:9]=[CH:10][C:5]([C:4]([F:3])([F:24])[F:25])=[CH:6][CH:7]=4)[CH:12]=3)[CH2:18][CH2:19]2)=[O:28])[CH:31]=[CH:32][CH:33]=[CH:34][CH:35]=1. (7) Given the reactants [CH3:1][O:2][C:3](=[O:29])/[CH:4]=[CH:5]/[C:6]1[CH:7]=[C:8]2[C:25](=[CH:26][CH:27]=1)[O:24][C:11]1([CH2:16][CH2:15][CH2:14][N:13]([C:17](OC(C)(C)C)=O)[CH2:12]1)[CH2:10][C:9]2=[O:28].C=O.[BH-](OC(C)=O)(OC(C)=O)OC(C)=O.[Na+], predict the reaction product. The product is: [CH3:1][O:2][C:3](=[O:29])/[CH:4]=[CH:5]/[C:6]1[CH:7]=[C:8]2[C:25](=[CH:26][CH:27]=1)[O:24][C:11]1([CH2:16][CH2:15][CH2:14][N:13]([CH3:17])[CH2:12]1)[CH2:10][C:9]2=[O:28]. (8) Given the reactants [NH2:1][C:2]1[N:7]=[C:6](S(C)=O)[C:5]([C:11]#[N:12])=[C:4]([C:13]2[CH:18]=[CH:17][CH:16]=[CH:15][N:14]=2)[N:3]=1.[CH3:19][C:20]1[C:21]([CH2:26][OH:27])=[N:22][CH:23]=[CH:24][CH:25]=1.C1CCN2C(=NCCC2)CC1, predict the reaction product. The product is: [NH2:1][C:2]1[N:7]=[C:6]([O:27][CH2:26][C:21]2[C:20]([CH3:19])=[CH:25][CH:24]=[CH:23][N:22]=2)[C:5]([C:11]#[N:12])=[C:4]([C:13]2[CH:18]=[CH:17][CH:16]=[CH:15][N:14]=2)[N:3]=1. (9) Given the reactants CCCP(=O)=O.CN(C)C=O.[CH3:12][C:13]1[CH:18]=[CH:17][C:16]([NH2:19])=[CH:15][C:14]=1[NH:20][C:21]1[N:26]=[C:25]([C:27]2[CH:28]=[N:29][CH:30]=[CH:31][CH:32]=2)[CH:24]=[CH:23][N:22]=1.[CH2:33]([N:35]1[C:44]2[C:39](=[CH:40][CH:41]=[C:42]([CH3:45])[N:43]=2)[C:38](=[O:46])[C:37]([C:47](O)=[O:48])=[CH:36]1)[CH3:34].C(N(CC)CC)C.C(=O)([O-])O.[Na+], predict the reaction product. The product is: [CH3:12][C:13]1[CH:18]=[CH:17][C:16]([NH:19][C:47]([C:37]2[C:38](=[O:46])[C:39]3[C:44](=[N:43][C:42]([CH3:45])=[CH:41][CH:40]=3)[N:35]([CH2:33][CH3:34])[CH:36]=2)=[O:48])=[CH:15][C:14]=1[NH:20][C:21]1[N:26]=[C:25]([C:27]2[CH:28]=[N:29][CH:30]=[CH:31][CH:32]=2)[CH:24]=[CH:23][N:22]=1. (10) Given the reactants [CH2:1]([O:8][C@H:9]1[CH2:13][CH2:12][CH2:11][C@@H:10]1[C:14]1[NH:18][N:17]=[CH:16][CH:15]=1)[C:2]1[CH:7]=[CH:6][CH:5]=[CH:4][CH:3]=1, predict the reaction product. The product is: [CH2:1]([O:8][C@@H:9]1[CH2:13][CH2:12][CH2:11][C@H:10]1[C:14]1[NH:18][N:17]=[CH:16][CH:15]=1)[C:2]1[CH:3]=[CH:4][CH:5]=[CH:6][CH:7]=1.